This data is from Full USPTO retrosynthesis dataset with 1.9M reactions from patents (1976-2016). The task is: Predict the reactants needed to synthesize the given product. (1) Given the product [C:1]([O:5][C:6]([N:8]1[CH2:12][CH:11]([O:13][Si:14]([C:17]([CH3:19])([CH3:20])[CH3:18])([CH3:16])[CH3:15])[CH2:10][CH:9]1[CH2:21][C:23]1([OH:36])[CH:28]=[CH:27][CH:26]=[CH:25][CH2:24]1)=[O:7])([CH3:2])([CH3:4])[CH3:3], predict the reactants needed to synthesize it. The reactants are: [C:1]([O:5][C:6]([N:8]1[CH2:12][CH:11]([O:13][Si:14]([C:17]([CH3:20])([CH3:19])[CH3:18])([CH3:16])[CH3:15])[CH2:10][CH:9]1[CH:21]=O)=[O:7])([CH3:4])([CH3:3])[CH3:2].[C:23]1([Mg]Br)[CH:28]=[CH:27][CH:26]=[CH:25][CH:24]=1.[Cl-].[NH4+].C1C[O:36]CC1. (2) The reactants are: [Br:1][C:2]1[C:3](F)=[C:4]2[C:10]([NH:11][C:12]([C@@H:14]3[CH2:18][CH2:17][CH2:16][O:15]3)=[O:13])=[CH:9][NH:8][C:5]2=[N:6][CH:7]=1.[NH:20]1[CH2:25][CH2:24][CH2:23][C@@H:22]([NH:26][C:27](=[O:33])[O:28][C:29]([CH3:32])([CH3:31])[CH3:30])[CH2:21]1.C(N(C(C)C)C(C)C)C. Given the product [Br:1][C:2]1[C:3]([N:20]2[CH2:25][CH2:24][CH2:23][C@@H:22]([NH:26][C:27](=[O:33])[O:28][C:29]([CH3:31])([CH3:30])[CH3:32])[CH2:21]2)=[C:4]2[C:10]([NH:11][C:12]([C@@H:14]3[CH2:18][CH2:17][CH2:16][O:15]3)=[O:13])=[CH:9][NH:8][C:5]2=[N:6][CH:7]=1, predict the reactants needed to synthesize it. (3) Given the product [C:24]([O-:30])(=[O:32])[CH3:25].[NH4+:4].[Cl:1][C:2]1[C:3]2[N:4]([C:24]([CH2:25][C:26]([F:29])([F:28])[F:27])=[N:23][N:22]=2)[N:5]=[CH:6][C:7]=1[N:8]1[CH2:13][CH2:12][CH:11]([C:14]2[CH:19]=[CH:18][CH:17]=[C:16]([Cl:20])[C:15]=2[Cl:21])[CH2:10][CH2:9]1, predict the reactants needed to synthesize it. The reactants are: [Cl:1][C:2]1[C:7]([N:8]2[CH2:13][CH2:12][CH:11]([C:14]3[CH:19]=[CH:18][CH:17]=[C:16]([Cl:20])[C:15]=3[Cl:21])[CH2:10][CH2:9]2)=[CH:6][N:5]=[N:4][C:3]=1[NH:22][NH:23][C:24](=[O:30])[CH2:25][C:26]([F:29])([F:28])[F:27].P(Cl)(Cl)(Cl)=[O:32]. (4) Given the product [CH2:11]1[C:9]2[C:10]3[C:5](=[CH:4][CH:3]=[CH:2][C:1]=3[CH2:13][O:14]1)[CH:6]=[CH:7][CH:8]=2, predict the reactants needed to synthesize it. The reactants are: [C:1]1([CH2:13][OH:14])[C:10]2[C:5](=[CH:6][CH:7]=[CH:8][C:9]=2[CH2:11]O)[CH:4]=[CH:3][CH:2]=1.